This data is from Forward reaction prediction with 1.9M reactions from USPTO patents (1976-2016). The task is: Predict the product of the given reaction. (1) Given the reactants Br[C:2]1[CH:10]=[CH:9][CH:8]=[C:7]2[C:3]=1[CH:4]=[N:5][N:6]2S(C1C=CC=CC=1)(=O)=O.B1(B2OC(C)(C)C(C)(C)O2)OC(C)(C)C(C)(C)O1.CC([O-])=O.[K+].Br[C:44]1[CH:49]=[CH:48][C:47]([C:50]2[N:54]([CH2:55][C@@H:56]3[CH2:60][CH2:59][N:58]([C:61]([CH:63]4[CH2:65][CH2:64]4)=[O:62])[CH2:57]3)[CH:53]=[N:52][N:51]=2)=[CH:46][CH:45]=1.C([O-])([O-])=O.[K+].[K+], predict the reaction product. The product is: [CH:63]1([C:61]([N:58]2[CH2:59][CH2:60][C@@H:56]([CH2:55][N:54]3[CH:53]=[N:52][N:51]=[C:50]3[C:47]3[CH:48]=[CH:49][C:44]([C:2]4[CH:10]=[CH:9][CH:8]=[C:7]5[C:3]=4[CH:4]=[N:5][NH:6]5)=[CH:45][CH:46]=3)[CH2:57]2)=[O:62])[CH2:65][CH2:64]1. (2) Given the reactants [CH2:1]([N:8]1[CH2:13][CH2:12][CH:11]([OH:14])[CH2:10][CH2:9]1)[C:2]1[CH:7]=[CH:6][CH:5]=[CH:4][CH:3]=1.[OH-].[Na+].[CH3:17][S:18](Cl)(=[O:20])=[O:19].[Na+].[Cl-], predict the reaction product. The product is: [CH3:17][S:18]([O:14][CH:11]1[CH2:12][CH2:13][N:8]([CH2:1][C:2]2[CH:3]=[CH:4][CH:5]=[CH:6][CH:7]=2)[CH2:9][CH2:10]1)(=[O:20])=[O:19]. (3) Given the reactants [CH2:1]([O:8][C:9](=[O:21])[C:10]1[CH:15]=[C:14]([S:16]([CH3:19])(=[O:18])=[O:17])[CH:13]=[CH:12][C:11]=1[OH:20])[C:2]1[CH:7]=[CH:6][CH:5]=[CH:4][CH:3]=1.CN1CCOCC1.[CH3:29][N:30]([CH3:34])[C:31](Cl)=[O:32], predict the reaction product. The product is: [CH2:1]([O:8][C:9](=[O:21])[C:10]1[CH:15]=[C:14]([S:16]([CH3:19])(=[O:17])=[O:18])[CH:13]=[CH:12][C:11]=1[O:20][C:31](=[O:32])[N:30]([CH3:34])[CH3:29])[C:2]1[CH:7]=[CH:6][CH:5]=[CH:4][CH:3]=1. (4) The product is: [CH3:1][O:2][C:3]1[CH:8]=[C:7]([O:9][CH3:10])[N:6]=[CH:5][C:4]=1[NH:11][CH:22]=[C:16]1[C:17](=[O:19])[O:18][C:13]([CH3:21])([CH3:12])[O:14][C:15]1=[O:20]. Given the reactants [CH3:1][O:2][C:3]1[CH:8]=[C:7]([O:9][CH3:10])[N:6]=[CH:5][C:4]=1[NH2:11].[CH3:12][C:13]1([CH3:21])[O:18][C:17](=[O:19])[CH2:16][C:15](=[O:20])[O:14]1.[CH:22](OC)(OC)OC, predict the reaction product. (5) The product is: [ClH:1].[ClH:1].[CH3:14][N:11]1[CH2:12][CH2:13][N:8]([C:3]2[C:2]([O:15][CH2:16][CH:17]3[O:22][C:21]4[CH:23]=[CH:24][CH:25]=[CH:26][C:20]=4[O:19][CH2:18]3)=[N:7][CH:6]=[CH:5][N:4]=2)[CH2:9][CH2:10]1. Given the reactants [Cl:1][C:2]1[C:3]([N:8]2[CH2:13][CH2:12][N:11]([CH3:14])[CH2:10][CH2:9]2)=[N:4][CH:5]=[CH:6][N:7]=1.[OH:15][CH2:16][CH:17]1[O:22][C:21]2[CH:23]=[CH:24][CH:25]=[CH:26][C:20]=2[O:19][CH2:18]1, predict the reaction product. (6) Given the reactants [O:1]1[CH2:5][C@H:4]([NH2:6])[C@H:3]2[O:7][CH2:8][C@H:9]([NH2:10])[C@@H:2]12.N1([CH:20]([CH2:24][CH2:25][CH:26]2[CH2:31][CH2:30][CH2:29][CH2:28][CH2:27]2)[C:21]([O-])=[O:22])C2C=CC=CC=2N=N1.Cl.C(OCC)(=O)C, predict the reaction product. The product is: [NH2:6][C@@H:4]1[C@H:3]2[O:7][CH2:8][C@H:9]([NH:10][C:21](=[O:22])[CH2:20][CH2:24][CH2:25][CH:26]3[CH2:31][CH2:30][CH2:29][CH2:28][CH2:27]3)[C@H:2]2[O:1][CH2:5]1. (7) Given the reactants CCN=C=NCCCN(C)C.[I:12][C:13]1[CH:14]=[C:15]([NH:20][C:21](=[O:34])[C:22]2[CH:27]=[CH:26][C:25]([N:28]3[CH2:33][CH2:32][NH:31][CH2:30][CH2:29]3)=[N:24][CH:23]=2)[CH:16]=[CH:17][C:18]=1[CH3:19].[CH:35]1([C:38](O)=[O:39])[CH2:37][CH2:36]1.COC(C1CCC(C(N2CCN(C3C=CC(C(=O)NC4C=CC=C(C(C)(C)C)C=4)=CN=3)CC2)=O)CC1)=O, predict the reaction product. The product is: [CH:35]1([C:38]([N:31]2[CH2:30][CH2:29][N:28]([C:25]3[CH:26]=[CH:27][C:22]([C:21]([NH:20][C:15]4[CH:16]=[CH:17][C:18]([CH3:19])=[C:13]([I:12])[CH:14]=4)=[O:34])=[CH:23][N:24]=3)[CH2:33][CH2:32]2)=[O:39])[CH2:37][CH2:36]1. (8) Given the reactants Br[C:2]1[CH:23]=[CH:22][C:5]([C:6]([NH:8][S:9]([C:12]2[CH:17]=[CH:16][CH:15]=[CH:14][C:13]=2[S:18](=[O:21])(=[O:20])[NH2:19])(=[O:11])=[O:10])=[O:7])=[CH:4][C:3]=1[CH2:24][OH:25].[O:26]1[C:30]2[CH:31]=[CH:32][CH:33]=[CH:34][C:29]=2[CH:28]=[C:27]1B(O)O.C(=O)([O-])[O-].[K+].[K+].Cl, predict the reaction product. The product is: [O:26]1[C:30]2[CH:31]=[CH:32][CH:33]=[CH:34][C:29]=2[CH:28]=[C:27]1[C:2]1[CH:23]=[CH:22][C:5]([C:6]([NH:8][S:9]([C:12]2[CH:17]=[CH:16][CH:15]=[CH:14][C:13]=2[S:18](=[O:21])(=[O:20])[NH2:19])(=[O:11])=[O:10])=[O:7])=[CH:4][C:3]=1[CH2:24][OH:25]. (9) Given the reactants [NH:1]1[C:5]([CH2:6][C:7]([O:9][CH2:10][CH3:11])=[O:8])=[N:4][N:3]=[N:2]1.C(=O)([O-])[O-].[K+].[K+].[CH3:18][O:19][C:20]1[CH:27]=[CH:26][C:23]([CH2:24]Cl)=[CH:22][CH:21]=1, predict the reaction product. The product is: [CH3:18][O:19][C:20]1[CH:27]=[CH:26][C:23]([CH2:24][N:3]2[N:2]=[N:1][C:5]([CH2:6][C:7]([O:9][CH2:10][CH3:11])=[O:8])=[N:4]2)=[CH:22][CH:21]=1. (10) Given the reactants [Cl:1][CH2:2][CH2:3][CH2:4][CH2:5][C:6]1([CH2:16][CH3:17])[C:14]2[C:9](=[CH:10][CH:11]=[CH:12][CH:13]=2)[NH:8][C:7]1=[O:15].[CH2:18]1[C:27]2[C:22](=[CH:23][CH:24]=[CH:25][CH:26]=2)[CH2:21][CH2:20][NH:19]1, predict the reaction product. The product is: [ClH:1].[CH2:18]1[C:27]2[C:22](=[CH:23][CH:24]=[CH:25][CH:26]=2)[CH2:21][CH2:20][N:19]1[CH2:2][CH2:3][CH2:4][CH2:5][C:6]1([CH2:16][CH3:17])[C:14]2[C:9](=[CH:10][CH:11]=[CH:12][CH:13]=2)[NH:8][C:7]1=[O:15].